Predict the product of the given reaction. From a dataset of Forward reaction prediction with 1.9M reactions from USPTO patents (1976-2016). Given the reactants [CH2:1]([C:3]1[CH:4]=[CH:5][C:6]([O:17][CH3:18])=[C:7]([C:9]([C:11]2[CH:16]=[CH:15][CH:14]=[CH:13][CH:12]=2)=[O:10])[CH:8]=1)[CH3:2].[OH:19][C@@H:20]([CH3:34])[CH2:21]COS(C1C=CC(C)=CC=1)(=O)=O.C(=O)([O-])[O-].[Cs+].[Cs+], predict the reaction product. The product is: [CH2:1]([C:3]1[CH:4]=[CH:5][C:6]([O:17][CH2:18][CH2:21][C@@H:20]([OH:19])[CH3:34])=[C:7]([C:9]([C:11]2[CH:16]=[CH:15][CH:14]=[CH:13][CH:12]=2)=[O:10])[CH:8]=1)[CH3:2].